From a dataset of Forward reaction prediction with 1.9M reactions from USPTO patents (1976-2016). Predict the product of the given reaction. (1) Given the reactants [P:1]([O-:8])([O:5][CH2:6][CH3:7])[O:2][CH2:3][CH3:4].[CH:9]([C:11]1[CH:16]=[CH:15][C:14]([C:17]([O:19][CH3:20])=[O:18])=[CH:13][CH:12]=1)=[O:10].[F-].[K+], predict the reaction product. The product is: [CH2:3]([O:2][P:1]([CH:9]([OH:10])[C:11]1[CH:12]=[CH:13][C:14]([C:17]([O:19][CH3:20])=[O:18])=[CH:15][CH:16]=1)([O:5][CH2:6][CH3:7])=[O:8])[CH3:4]. (2) Given the reactants C(N(CC)CC)C.[CH2:8](Br)[C:9]1[CH:14]=[CH:13][CH:12]=[CH:11][CH:10]=1.[O:16]=[C:17]1[CH2:20][CH:19]([C:21]([OH:23])=[O:22])[CH2:18]1, predict the reaction product. The product is: [CH2:8]([O:23][C:21]([CH:19]1[CH2:20][C:17](=[O:16])[CH2:18]1)=[O:22])[C:9]1[CH:14]=[CH:13][CH:12]=[CH:11][CH:10]=1. (3) The product is: [CH3:12][O:6][C:5](=[O:7])[CH2:4][C:3]([C:2]([F:10])([F:11])[F:1])([OH:9])[CH3:8]. Given the reactants [F:1][C:2]([F:11])([F:10])[C:3]([OH:9])([CH3:8])[CH2:4][C:5]([OH:7])=[O:6].[CH3:12][Si](C=[N+]=[N-])(C)C, predict the reaction product. (4) Given the reactants [N:1]1(C2C=CC=CN=2)[CH2:6][CH2:5][CH:4]([O:7][N:8]=[C:9]2[CH2:14][CH2:13][N:12]([C:15]3[CH:20]=[CH:19][C:18]([S:21]([CH3:24])(=[O:23])=[O:22])=[CH:17][C:16]=3[F:25])[CH2:11][CH2:10]2)[CH2:3][CH2:2]1.C(N(C(C)C)CC)(C)C.CS(C)=O.FC1C=CC=CN=1, predict the reaction product. The product is: [NH:1]1[CH2:6][CH2:5][CH:4]([O:7][N:8]=[C:9]2[CH2:14][CH2:13][N:12]([C:15]3[CH:20]=[CH:19][C:18]([S:21]([CH3:24])(=[O:22])=[O:23])=[CH:17][C:16]=3[F:25])[CH2:11][CH2:10]2)[CH2:3][CH2:2]1. (5) Given the reactants [CH2:1]([O:3][C:4](=[O:24])/[CH:5]=[C:6](/[C:13]1[CH:18]=[C:17]([C:19]([F:22])([F:21])[F:20])[CH:16]=[C:15]([Br:23])[CH:14]=1)\[C:7]1[O:8][C:9]([CH3:12])=[N:10][N:11]=1)[CH3:2], predict the reaction product. The product is: [CH2:1]([O:3][C:4](=[O:24])[CH2:5][CH:6]([C:13]1[CH:18]=[C:17]([C:19]([F:20])([F:21])[F:22])[CH:16]=[C:15]([Br:23])[CH:14]=1)[C:7]1[O:8][C:9]([CH3:12])=[N:10][N:11]=1)[CH3:2]. (6) Given the reactants [CH2:1]1[CH2:8][CH:7]2[CH2:9][CH:3]([CH2:4][CH2:5][N:6]2[C:10]2C=CC=CC=2)[CH2:2]1.N1[CH:21]=[CH:20][CH2:19][CH2:18][CH2:17]1.[C:22]1([O:28][C:29](Cl)=O)[CH:27]=[CH:26][CH:25]=[CH:24][CH:23]=1.N[C:33](OCC)=O.[OH-].[K+].Br, predict the reaction product. The product is: [CH3:29][O:28][C:22]1[CH:27]=[C:26]([C:3]23[CH2:2][C:1]4[CH:8]=[CH:21][CH:20]=[CH:19][C:18]=4[CH2:17][C:4]2([CH3:33])[CH2:5][N:6]([CH3:10])[CH2:7][CH2:9]3)[CH:25]=[CH:24][CH:23]=1.